From a dataset of Forward reaction prediction with 1.9M reactions from USPTO patents (1976-2016). Predict the product of the given reaction. Given the reactants C(OC(NC([CH2:16][C:17]1[N:18]=[CH:19][N:20]2[C:29]3[C:24](=[CH:25][C:26]([C:30]4[CH:35]=[CH:34][CH:33]=[CH:32][CH:31]=4)=[CH:27][CH:28]=3)[CH2:23][CH2:22][C:21]=12)(CCC)C(O)=O)=O)(C)(C)C.[ClH:36].[C:37]([O:40]CC)(=[O:39])[CH3:38], predict the reaction product. The product is: [ClH:36].[ClH:36].[NH2:18][CH2:17][CH2:21][CH2:22][CH:38]([CH2:16][C:17]1[N:18]=[CH:19][N:20]2[C:29]3[C:24](=[CH:25][C:26]([C:30]4[CH:35]=[CH:34][CH:33]=[CH:32][CH:31]=4)=[CH:27][CH:28]=3)[CH2:23][CH2:22][C:21]=12)[C:37]([OH:40])=[O:39].